Dataset: In vitro SARS-CoV-2 activity screen of 1,480 approved drugs from Prestwick library. Task: Binary Classification. Given a drug SMILES string, predict its activity (active/inactive) in a high-throughput screening assay against a specified biological target. The drug is CCCN(CCC)S(=O)(=O)c1ccc(C(=O)O)cc1. The result is 0 (inactive).